Dataset: Full USPTO retrosynthesis dataset with 1.9M reactions from patents (1976-2016). Task: Predict the reactants needed to synthesize the given product. (1) The reactants are: Br[C:2]1[CH:7]=[CH:6][C:5]([CH2:8][OH:9])=[C:4]([CH3:10])[CH:3]=1.[Cl:11][C:12]1[CH:17]=[CH:16][CH:15]=[CH:14][C:13]=1B(O)O.C([O-])([O-])=O.[Na+].[Na+]. Given the product [Cl:11][C:12]1[CH:17]=[CH:16][CH:15]=[CH:14][C:13]=1[C:2]1[CH:7]=[CH:6][C:5]([CH2:8][OH:9])=[C:4]([CH3:10])[CH:3]=1, predict the reactants needed to synthesize it. (2) Given the product [N:19]1[C:28]2[C:23](=[CH:24][CH:25]=[CH:26][CH:27]=2)[C:22]([NH:29][CH2:30][CH2:31][CH2:32][CH2:33][CH2:34][CH2:35][NH:36][C:37](=[O:44])[C:38]2[CH:43]=[CH:42][CH:41]=[CH:40][CH:39]=2)=[CH:21][CH:20]=1, predict the reactants needed to synthesize it. The reactants are: N1C2C(=CC=CC=2)C(NCCCCCCN)=CC=1.[N:19]1[C:28]2[C:23](=[CH:24][CH:25]=[CH:26][CH:27]=2)[C:22]([NH:29][CH2:30][CH2:31][CH2:32][CH2:33][CH2:34][CH2:35][NH:36][C:37](=[O:44])[C:38]2[CH:43]=[CH:42][CH:41]=[CH:40][CH:39]=2)=[CH:21][CH:20]=1.C(Cl)(=O)C1C=CC=CC=1.[OH-].[Na+].CO.C(Cl)Cl. (3) Given the product [CH3:21][O:22][C:23]1[CH:24]=[C:25]2[C:30](=[CH:31][CH:32]=1)[C:29]1=[N:33][O:34][C:46]([C:43]3[C:42]([C:50]([F:51])([F:52])[F:53])=[C:41]([C:35]4[CH:40]=[CH:39][CH:38]=[CH:37][CH:36]=4)[O:45][N:44]=3)=[C:28]1[CH2:27][CH2:26]2, predict the reactants needed to synthesize it. The reactants are: C([N-]C(C)C)(C)C.[Li+].C([Li])CCC.C(NC(C)C)(C)C.[CH3:21][O:22][C:23]1[CH:24]=[C:25]2[C:30](=[CH:31][CH:32]=1)/[C:29](=[N:33]/[OH:34])/[CH2:28][CH2:27][CH2:26]2.[C:35]1([C:41]2[O:45][N:44]=[C:43]([C:46](OC)=O)[C:42]=2[C:50]([F:53])([F:52])[F:51])[CH:40]=[CH:39][CH:38]=[CH:37][CH:36]=1.S(Cl)(Cl)=O. (4) Given the product [CH3:22][C:3]1[C:2]([NH:28][CH:26]2[CH2:27][O:24][CH2:25]2)=[N:11][C:10]2[C:5](=[CH:6][CH:7]=[CH:8][C:9]=2[C:12]2[NH:20][C:19]3[CH2:18][CH2:17][NH:16][C:15](=[O:21])[C:14]=3[CH:13]=2)[N:4]=1, predict the reactants needed to synthesize it. The reactants are: F[C:2]1[C:3]([CH3:22])=[N:4][C:5]2[C:10]([N:11]=1)=[C:9]([C:12]1[NH:20][C:19]3[CH2:18][CH2:17][NH:16][C:15](=[O:21])[C:14]=3[CH:13]=1)[CH:8]=[CH:7][CH:6]=2.Cl.[O:24]1[CH2:27][CH:26]([NH2:28])[CH2:25]1.CCN(C(C)C)C(C)C. (5) Given the product [Si:1]([O:9][CH2:10][CH2:11][N:12]1[C:16]([CH3:17])=[CH:15][N:14]=[CH:13]1)([C:4]([CH3:7])([CH3:6])[CH3:5])([CH3:3])[CH3:2], predict the reactants needed to synthesize it. The reactants are: [Si:1](Cl)([C:4]([CH3:7])([CH3:6])[CH3:5])([CH3:3])[CH3:2].[OH:9][CH2:10][CH2:11][N:12]1[C:16]([CH3:17])=[CH:15][N:14]=[CH:13]1.N1C=CN=C1.C(Cl)Cl. (6) Given the product [ClH:42].[F:1][C:2]1[CH:3]=[C:4]([CH:37]=[CH:38][C:39]=1[O:40][CH3:41])[CH2:5][N:6]1[C:11]2[CH:12]=[C:13]([C:15]3[CH:20]=[CH:19][CH:18]=[CH:17][C:16]=3[F:21])[S:14][C:10]=2[C:9](=[O:22])[N:8]([CH:23]2[CH2:28][CH2:27][NH:26][CH2:25][CH2:24]2)[C:7]1=[O:36], predict the reactants needed to synthesize it. The reactants are: [F:1][C:2]1[CH:3]=[C:4]([CH:37]=[CH:38][C:39]=1[O:40][CH3:41])[CH2:5][N:6]1[C:11]2[CH:12]=[C:13]([C:15]3[CH:20]=[CH:19][CH:18]=[CH:17][C:16]=3[F:21])[S:14][C:10]=2[C:9](=[O:22])[N:8]([CH:23]2[CH2:28][CH2:27][N:26](C(OC(C)(C)C)=O)[CH2:25][CH2:24]2)[C:7]1=[O:36].[ClH:42]. (7) Given the product [CH3:18][O:17][C:13]1[CH:14]=[CH:15][CH:16]=[C:3]([O:2][CH3:1])[C:4]=1[CH2:5][NH:6][C:7]([NH:8][C:9]1[S:10][CH:20]=[C:21]([CH2:22][CH3:23])[N:11]=1)=[NH:12], predict the reactants needed to synthesize it. The reactants are: [CH3:1][O:2][C:3]1[CH:16]=[CH:15][CH:14]=[C:13]([O:17][CH3:18])[C:4]=1[CH2:5][NH:6][C:7](=[NH:12])[NH:8][C:9]([NH2:11])=[S:10].Br[CH2:20][C:21](=O)[CH2:22][CH3:23].C(N(C(C)C)CC)(C)C.